This data is from Catalyst prediction with 721,799 reactions and 888 catalyst types from USPTO. The task is: Predict which catalyst facilitates the given reaction. (1) Reactant: [CH3:1][C:2]1([CH3:22])[CH2:7][C:6]([CH3:9])([CH3:8])[CH2:5][CH:4]([C:10]2[CH:15]=[CH:14][CH:13]=[CH:12][C:11]=2[N:16]2[CH2:21][CH2:20][NH:19][CH2:18][CH2:17]2)[CH2:3]1.C(O[C:26]1(O[Si](C)(C)C)[CH2:28][CH2:27]1)C.[B-]C#N.[Na+].C(O)(=O)C. Product: [CH:26]1([N:19]2[CH2:18][CH2:17][N:16]([C:11]3[CH:12]=[CH:13][CH:14]=[CH:15][C:10]=3[CH:4]3[CH2:3][C:2]([CH3:22])([CH3:1])[CH2:7][C:6]([CH3:8])([CH3:9])[CH2:5]3)[CH2:21][CH2:20]2)[CH2:28][CH2:27]1. The catalyst class is: 125. (2) The catalyst class is: 3. Product: [Br:20][C:9]1[CH:8]=[C:7]([F:10])[C:6]([O:11][CH3:12])=[CH:5][C:4]=1[CH:1]1[CH2:3][CH2:2]1. Reactant: [CH:1]1([C:4]2[CH:9]=[CH:8][C:7]([F:10])=[C:6]([O:11][CH3:12])[CH:5]=2)[CH2:3][CH2:2]1.C1C(=O)N([Br:20])C(=O)C1. (3) Reactant: C([O:8][C@H:9]1[C@H:14]([O:15]CC2C=CC=CC=2)[C@@H:13]([O:23]CC2C=CC=CC=2)[C@H:12]([C:31]2[CH:36]=[CH:35][C:34]([Cl:37])=[C:33]([CH2:38][C:39]3[CH:44]=[CH:43][C:42]([O:45][CH2:46][CH3:47])=[CH:41][CH:40]=3)[CH:32]=2)[O:11][C:10]1([CH2:49][OH:50])[CH3:48])C1C=CC=CC=1. The catalyst class is: 750. Product: [Cl:37][C:34]1[CH:35]=[CH:36][C:31]([C@@H:12]2[O:11][C:10]([CH2:49][OH:50])([CH3:48])[C@@H:9]([OH:8])[C@H:14]([OH:15])[C@H:13]2[OH:23])=[CH:32][C:33]=1[CH2:38][C:39]1[CH:40]=[CH:41][C:42]([O:45][CH2:46][CH3:47])=[CH:43][CH:44]=1. (4) Reactant: [F:1][C:2]1[CH:11]=[C:10]2[C:5]([CH:6]([C:12]([O:14][CH3:15])=[O:13])[CH2:7][CH2:8][O:9]2)=[CH:4][CH:3]=1.[Br:16]N1C(=O)CCC1=O. Product: [Br:16][C:3]1[CH:4]=[C:5]2[C:10](=[CH:11][C:2]=1[F:1])[O:9][CH2:8][CH2:7][CH:6]2[C:12]([O:14][CH3:15])=[O:13]. The catalyst class is: 39. (5) Reactant: [CH3:1][C:2]1[N:7]=[C:6]([C:8]([N:10]2[C@H:16]([CH2:17][OH:18])[CH2:15][C@@H:14]3[C@@H:12]([CH2:13]3)[CH2:11]2)=[O:9])[C:5]([C:19]2[N:24]=[CH:23][CH:22]=[CH:21][N:20]=2)=[CH:4][CH:3]=1.[Cl:25][C:26]1[CH:27]=[CH:28][C:29](=O)[NH:30][CH:31]=1.P(CCCC)(CCCC)CCCC.CN(C(/N=N/C(N(C)C)=O)=O)C. Product: [Cl:25][C:26]1[CH:27]=[CH:28][C:29]([O:18][CH2:17][C@@H:16]2[CH2:15][C@@H:14]3[C@@H:12]([CH2:13]3)[CH2:11][N:10]2[C:8]([C:6]2[C:5]([C:19]3[N:24]=[CH:23][CH:22]=[CH:21][N:20]=3)=[CH:4][CH:3]=[C:2]([CH3:1])[N:7]=2)=[O:9])=[N:30][CH:31]=1. The catalyst class is: 1. (6) Reactant: [N+:1]([C:4]1[CH:9]=[CH:8][CH:7]=[C:6]([N+:10]([O-:12])=[O:11])[C:5]=1[CH2:13][CH:14]([OH:19])[C:15]([O:17][CH3:18])=[O:16])([O-:3])=[O:2].C(N(CC)CC)C.[CH3:27][S:28](Cl)(=[O:30])=[O:29].C(=O)([O-])O.[Na+]. Product: [N+:1]([C:4]1[CH:9]=[CH:8][CH:7]=[C:6]([N+:10]([O-:12])=[O:11])[C:5]=1[CH2:13][CH:14]([O:19][S:28]([CH3:27])(=[O:30])=[O:29])[C:15]([O:17][CH3:18])=[O:16])([O-:3])=[O:2]. The catalyst class is: 1. (7) Reactant: [CH:1]1([S:4]([NH2:7])(=[O:6])=[O:5])[CH2:3][CH2:2]1.C(N(CC)CC)C.[C:15](O[C:15]([O:17][C:18]([CH3:21])([CH3:20])[CH3:19])=[O:16])([O:17][C:18]([CH3:21])([CH3:20])[CH3:19])=[O:16]. Product: [CH:1]1([S:4]([NH:7][C:15](=[O:16])[O:17][C:18]([CH3:21])([CH3:20])[CH3:19])(=[O:6])=[O:5])[CH2:3][CH2:2]1. The catalyst class is: 143. (8) Reactant: [CH3:1][S:2](Cl)(=[O:4])=[O:3].[CH2:6]([C:8]1[CH:13]=[C:12]([C:14]2[CH2:15][CH2:16][NH:17][CH2:18][CH:19]=2)[CH:11]=[CH:10][C:9]=1[N:20]([CH3:31])[C:21]1[N:26]=[CH:25][C:24]2[N:27]=[CH:28][N:29]([CH3:30])[C:23]=2[CH:22]=1)[CH3:7].C(N(CC)CC)C. Product: [CH2:6]([C:8]1[CH:13]=[C:12]([C:14]2[CH2:15][CH2:16][N:17]([S:2]([CH3:1])(=[O:4])=[O:3])[CH2:18][CH:19]=2)[CH:11]=[CH:10][C:9]=1[N:20]([CH3:31])[C:21]1[N:26]=[CH:25][C:24]2[N:27]=[CH:28][N:29]([CH3:30])[C:23]=2[CH:22]=1)[CH3:7]. The catalyst class is: 2.